From a dataset of NCI-60 drug combinations with 297,098 pairs across 59 cell lines. Regression. Given two drug SMILES strings and cell line genomic features, predict the synergy score measuring deviation from expected non-interaction effect. Drug 1: CC1=CC2C(CCC3(C2CCC3(C(=O)C)OC(=O)C)C)C4(C1=CC(=O)CC4)C. Drug 2: C1CNP(=O)(OC1)N(CCCl)CCCl. Cell line: SK-MEL-5. Synergy scores: CSS=-7.92, Synergy_ZIP=4.35, Synergy_Bliss=-3.49, Synergy_Loewe=-12.4, Synergy_HSA=-13.2.